Predict the product of the given reaction. From a dataset of Forward reaction prediction with 1.9M reactions from USPTO patents (1976-2016). (1) Given the reactants [CH2:1]([O:3][C:4]([N:6]1[CH2:11][CH2:10][N:9]([C:12](=[O:51])[C@@H:13]([NH:23][C:24]([C:26]2[CH:30]=[C:29]([O:31][CH2:32][C:33]([N:35]3[CH2:39][C:38]([F:41])([F:40])[CH2:37][C@H:36]3[C:42]([OH:44])=O)=[O:34])[N:28]([C:45]3[CH:50]=[CH:49][CH:48]=[CH:47][CH:46]=3)[N:27]=2)=[O:25])[CH2:14][CH2:15][C:16]([O:18]C(C)(C)C)=[O:17])[CH2:8][CH2:7]1)=[O:5])[CH3:2].CCN(C(C)C)C(C)C.CN(C(ON1N=[N:76][C:71]2[CH:72]=[CH:73][CH:74]=NC1=2)=[N+](C)C)C.F[P-](F)(F)(F)(F)F.C1(N)CCC1, predict the reaction product. The product is: [CH2:1]([O:3][C:4]([N:6]1[CH2:7][CH2:8][N:9]([C:12](=[O:51])[C@@H:13]([NH:23][C:24]([C:26]2[CH:30]=[C:29]([O:31][CH2:32][C:33]([N:35]3[CH2:39][C:38]([F:40])([F:41])[CH2:37][C@H:36]3[C:42](=[O:44])[NH:76][CH:71]3[CH2:72][CH2:73][CH2:74]3)=[O:34])[N:28]([C:45]3[CH:50]=[CH:49][CH:48]=[CH:47][CH:46]=3)[N:27]=2)=[O:25])[CH2:14][CH2:15][C:16]([OH:18])=[O:17])[CH2:10][CH2:11]1)=[O:5])[CH3:2]. (2) Given the reactants Cl.Cl[CH2:3][C:4]1[N:8]2[CH:9]=[CH:10][CH:11]=[CH:12][C:7]2=[N:6][C:5]=1[C:13]1[CH:18]=[CH:17][C:16]([Cl:19])=[CH:15][CH:14]=1.[Cl:20][C:21]1[CH:26]=[C:25]([CH3:27])[N:24]=[C:23]([NH2:28])[N:22]=1, predict the reaction product. The product is: [Cl:20][C:21]1[CH:26]=[C:25]([CH3:27])[N:24]=[C:23]([NH:28][CH2:3][C:4]2[N:8]3[CH:9]=[CH:10][CH:11]=[CH:12][C:7]3=[N:6][C:5]=2[C:13]2[CH:18]=[CH:17][C:16]([Cl:19])=[CH:15][CH:14]=2)[N:22]=1.